Dataset: Peptide-MHC class II binding affinity with 134,281 pairs from IEDB. Task: Regression. Given a peptide amino acid sequence and an MHC pseudo amino acid sequence, predict their binding affinity value. This is MHC class II binding data. (1) The peptide sequence is GDLYIFESRAICKYA. The MHC is DRB4_0101 with pseudo-sequence DRB4_0103. The binding affinity (normalized) is 0.155. (2) The peptide sequence is ALSYYPTPLAKEDFL. The MHC is DRB5_0101 with pseudo-sequence DRB5_0101. The binding affinity (normalized) is 0.363. (3) The peptide sequence is ECEWPLTHTIGTSVE. The MHC is DRB1_1101 with pseudo-sequence DRB1_1101. The binding affinity (normalized) is 0.419.